Dataset: Full USPTO retrosynthesis dataset with 1.9M reactions from patents (1976-2016). Task: Predict the reactants needed to synthesize the given product. (1) Given the product [CH:19]1([NH:24][C:2]2[C:11]3[C:6](=[CH:7][CH:8]=[CH:9][CH:10]=3)[C:5]([CH2:12][C:13]3[CH:18]=[CH:17][N:16]=[CH:15][CH:14]=3)=[N:4][N:3]=2)[CH2:23][CH2:22][CH2:21][CH2:20]1, predict the reactants needed to synthesize it. The reactants are: Cl[C:2]1[C:11]2[C:6](=[CH:7][CH:8]=[CH:9][CH:10]=2)[C:5]([CH2:12][C:13]2[CH:18]=[CH:17][N:16]=[CH:15][CH:14]=2)=[N:4][N:3]=1.[CH:19]1([NH2:24])[CH2:23][CH2:22][CH2:21][CH2:20]1.C(=O)([O-])O.[Na+]. (2) Given the product [Cl:38][C:34]1[CH:33]=[C:32]([NH:2][C@H:3]2[C:12]3[C:7](=[CH:8][CH:9]=[C:10]([C:13]4[CH:18]=[CH:17][C:16]([C:19]([N:21]5[CH2:26][CH2:25][O:24][CH2:23][CH2:22]5)=[O:20])=[CH:15][N:14]=4)[CH:11]=3)[N:6]([C:27](=[O:29])[CH3:28])[C@@H:5]([CH3:30])[CH2:4]2)[CH:37]=[CH:36][CH:35]=1, predict the reactants needed to synthesize it. The reactants are: Cl.[NH2:2][C@H:3]1[C:12]2[C:7](=[CH:8][CH:9]=[C:10]([C:13]3[CH:18]=[CH:17][C:16]([C:19]([N:21]4[CH2:26][CH2:25][O:24][CH2:23][CH2:22]4)=[O:20])=[CH:15][N:14]=3)[CH:11]=2)[N:6]([C:27](=[O:29])[CH3:28])[C@@H:5]([CH3:30])[CH2:4]1.Br[C:32]1[CH:37]=[CH:36][CH:35]=[C:34]([Cl:38])[CH:33]=1.C1(P(C2CCCCC2)C2C=CC=CC=2C2C(N(C)C)=CC=CC=2)CCCCC1.CC(C)([O-])C.[Na+].